This data is from Catalyst prediction with 721,799 reactions and 888 catalyst types from USPTO. The task is: Predict which catalyst facilitates the given reaction. (1) Reactant: [Li+].[OH-].[Cl:3][C:4]1[CH:38]=[CH:37][CH:36]=[C:35]([Cl:39])[C:5]=1[C:6]([NH:8][C@H:9]([C:31]([O:33]C)=[O:32])[CH2:10][C:11]1[CH:16]=[CH:15][C:14]([O:17][CH2:18][CH2:19][C:20]2[CH:21]=[CH:22][C:23]3[N:28]([CH3:29])[CH2:27][CH2:26][NH:25][C:24]=3[N:30]=2)=[CH:13][CH:12]=1)=[O:7]. Product: [Cl:3][C:4]1[CH:38]=[CH:37][CH:36]=[C:35]([Cl:39])[C:5]=1[C:6]([NH:8][C@H:9]([C:31]([OH:33])=[O:32])[CH2:10][C:11]1[CH:12]=[CH:13][C:14]([O:17][CH2:18][CH2:19][C:20]2[CH:21]=[CH:22][C:23]3[N:28]([CH3:29])[CH2:27][CH2:26][NH:25][C:24]=3[N:30]=2)=[CH:15][CH:16]=1)=[O:7]. The catalyst class is: 287. (2) Reactant: [CH3:1][C:2]1([C:15]([O:17][CH3:18])=[O:16])[CH2:7][CH2:6][N:5](C(OC(C)(C)C)=O)[CH2:4][CH2:3]1.Cl.O1CCOCC1. Product: [CH3:1][C:2]1([C:15]([O:17][CH3:18])=[O:16])[CH2:7][CH2:6][NH:5][CH2:4][CH2:3]1. The catalyst class is: 1. (3) Reactant: C(N(C(C)C)CC)(C)C.FC(F)(F)C(O)=O.[CH3:17][O:18][C:19](=[O:38])[CH2:20][C:21]1[CH:30]=[C:29]([CH:31]2[CH2:36][CH2:35][NH:34][CH2:33][CH2:32]2)[C:28]2[C:23](=[CH:24][CH:25]=[C:26]([F:37])[CH:27]=2)[CH:22]=1.[N:39]1[CH:44]=[CH:43][CH:42]=[CH:41][C:40]=1[S:45](Cl)(=[O:47])=[O:46]. Product: [CH3:17][O:18][C:19](=[O:38])[CH2:20][C:21]1[CH:30]=[C:29]([CH:31]2[CH2:36][CH2:35][N:34]([S:45]([C:40]3[CH:41]=[CH:42][CH:43]=[CH:44][N:39]=3)(=[O:47])=[O:46])[CH2:33][CH2:32]2)[C:28]2[C:23](=[CH:24][CH:25]=[C:26]([F:37])[CH:27]=2)[CH:22]=1. The catalyst class is: 2. (4) Reactant: [C:1](Cl)(=[O:12])[O:2][C:3]1[CH:8]=[CH:7][C:6]([N+:9]([O-:11])=[O:10])=[CH:5][CH:4]=1.[O:14]=[C:15]([N:27]1[CH2:32][CH2:31][NH:30][CH2:29][CH2:28]1)[CH2:16][N:17]1[C:21](=[O:22])[C:20]2[CH:23]=[CH:24][CH:25]=[CH:26][C:19]=2[S:18]1. Product: [O:22]=[C:21]1[C:20]2[CH:23]=[CH:24][CH:25]=[CH:26][C:19]=2[S:18][N:17]1[CH2:16][C:15]([N:27]1[CH2:28][CH2:29][N:30]([C:1]([O:2][C:3]2[CH:8]=[CH:7][C:6]([N+:9]([O-:11])=[O:10])=[CH:5][CH:4]=2)=[O:12])[CH2:31][CH2:32]1)=[O:14]. The catalyst class is: 79. (5) Reactant: Br[C:2]1[S:3][C:4]([CH3:18])=[CH:5][C:6]=1[C:7]([NH:9][C:10]1[CH:15]=[CH:14][C:13]([CH3:16])=[CH:12][C:11]=1[OH:17])=[O:8].C(=O)([O-])[O-].[K+].[K+].O.Cl. Product: [CH3:18][C:4]1[S:3][C:2]2[O:17][C:11]3[CH:12]=[C:13]([CH3:16])[CH:14]=[CH:15][C:10]=3[NH:9][C:7](=[O:8])[C:6]=2[CH:5]=1. The catalyst class is: 16. (6) Reactant: [C:1]1(=[O:7])[O:6][C:4](=[O:5])[CH2:3][CH2:2]1.[Cl-].[Al+3].[Cl-].[Cl-].[C:12]1([CH2:18][C:19]([O:21][CH2:22][CH3:23])=[O:20])[CH:17]=[CH:16][CH:15]=[CH:14][CH:13]=1.Cl. Product: [CH2:22]([O:21][C:19](=[O:20])[CH2:18][C:12]1[CH:17]=[CH:16][C:15]([C:4](=[O:5])[CH2:3][CH2:2][C:1]([OH:6])=[O:7])=[CH:14][CH:13]=1)[CH3:23]. The catalyst class is: 4. (7) Reactant: [C:1]([C:4]1[C:22](=[O:23])[C@@:8]2([CH3:24])[C:9]3[C:15]([OH:16])=[CH:14][C:13]([O:17][CH3:18])=[C:12]([C:19]([NH2:21])=[O:20])[C:10]=3[O:11][C:7]2=[CH:6][C:5]=1[OH:25])(=[O:3])[CH3:2].[C:26]([NH:34][C:35]1[CH:42]=[CH:41][C:38]([CH:39]=O)=[C:37]([CH3:43])[C:36]=1[CH3:44])(=[O:33])[C:27]1[CH:32]=[CH:31][CH:30]=[CH:29][CH:28]=1.C([SiH](CC)CC)C.FC(F)(F)C(O)=O. Product: [C:1]([C:4]1[C:22](=[O:23])[C@@:8]2([CH3:24])[C:9]3[C:15]([OH:16])=[CH:14][C:13]([O:17][CH3:18])=[C:12]([C:19]([NH:21][CH2:39][C:38]4[CH:41]=[CH:42][C:35]([NH:34][C:26](=[O:33])[C:27]5[CH:28]=[CH:29][CH:30]=[CH:31][CH:32]=5)=[C:36]([CH3:44])[C:37]=4[CH3:43])=[O:20])[C:10]=3[O:11][C:7]2=[CH:6][C:5]=1[OH:25])(=[O:3])[CH3:2]. The catalyst class is: 10.